Task: Predict which catalyst facilitates the given reaction.. Dataset: Catalyst prediction with 721,799 reactions and 888 catalyst types from USPTO (1) Reactant: [CH3:1][O:2][CH:3]1[CH2:6][N:5](C(OC(C)(C)C)=O)[CH2:4]1.[F:14][C:15]([F:20])([F:19])[C:16]([OH:18])=[O:17]. Product: [F:14][C:15]([F:20])([F:19])[C:16]([OH:18])=[O:17].[CH3:1][O:2][CH:3]1[CH2:6][NH:5][CH2:4]1. The catalyst class is: 4. (2) Reactant: C([N:8]1[CH:12]=[C:11]([CH2:13][CH2:14][CH2:15][CH2:16][CH2:17][C:18]([NH:20][CH:21]2[CH2:26][CH2:25][N:24]([C:27]([O:29][C:30]([CH3:33])([CH3:32])[CH3:31])=[O:28])[CH2:23][CH2:22]2)=[O:19])[N:10]=[N:9]1)C1C=CC=CC=1.[H][H]. Product: [NH:8]1[CH:12]=[C:11]([CH2:13][CH2:14][CH2:15][CH2:16][CH2:17][C:18]([NH:20][CH:21]2[CH2:22][CH2:23][N:24]([C:27]([O:29][C:30]([CH3:33])([CH3:32])[CH3:31])=[O:28])[CH2:25][CH2:26]2)=[O:19])[N:10]=[N:9]1. The catalyst class is: 8.